From a dataset of Forward reaction prediction with 1.9M reactions from USPTO patents (1976-2016). Predict the product of the given reaction. (1) Given the reactants [CH2:1]([O:8][C:9]1[CH:18]=[CH:17][C:16]2[N:15]=[CH:14][C:13]3[N:19]=[C:20]([CH2:23][O:24][CH2:25][CH2:26][O:27][CH3:28])[N:21]([CH3:22])[C:12]=3[C:11]=2[CH:10]=1)[C:2]1[CH:7]=[CH:6][CH:5]=[CH:4][CH:3]=1.C([O:36]C1C=CC2C3N(CC(C)C)C(C)=NC=3C=NC=2C=1)C1C=CC=CC=1.C1C=C(Cl)C=C(C(OO)=O)C=1, predict the reaction product. The product is: [CH2:1]([O:8][C:9]1[CH:18]=[CH:17][C:16]2[N+:15]([O-:36])=[CH:14][C:13]3[N:19]=[C:20]([CH2:23][O:24][CH2:25][CH2:26][O:27][CH3:28])[N:21]([CH3:22])[C:12]=3[C:11]=2[CH:10]=1)[C:2]1[CH:3]=[CH:4][CH:5]=[CH:6][CH:7]=1. (2) Given the reactants [C:1]1([SiH3])[CH:6]=[CH:5][CH:4]=[CH:3]C=1.[N:8]([C:17]([O:19][C:20]([CH3:23])([CH3:22])[CH3:21])=[O:18])=[N:9][C:10]([O:12][C:13]([CH3:16])([CH3:15])[CH3:14])=[O:11].C1C23CC12C3.O, predict the reaction product. The product is: [C:4]12([N:8]([C:17]([O:19][C:20]([CH3:23])([CH3:22])[CH3:21])=[O:18])[NH:9][C:10]([O:12][C:13]([CH3:14])([CH3:15])[CH3:16])=[O:11])[CH2:3][CH:6]([CH2:5]1)[CH2:1]2. (3) Given the reactants [Cl:1][C:2]1[CH:10]=[C:9]([C:11]#[C:12][CH2:13][CH2:14][O:15][CH3:16])[C:5]2[O:6][CH2:7][O:8][C:4]=2[C:3]=1[NH:17][C:18]1[C:27]2[C:22](=[CH:23][C:24]([O:30][CH2:31][CH2:32][CH2:33]Cl)=[C:25]([O:28][CH3:29])[CH:26]=2)[N:21]=[CH:20][N:19]=1.[NH:35]1[CH2:40][CH2:39][CH:38]([CH2:41][OH:42])[CH2:37][CH2:36]1, predict the reaction product. The product is: [Cl:1][C:2]1[CH:10]=[C:9]([C:11]#[C:12][CH2:13][CH2:14][O:15][CH3:16])[C:5]2[O:6][CH2:7][O:8][C:4]=2[C:3]=1[NH:17][C:18]1[C:27]2[C:22](=[CH:23][C:24]([O:30][CH2:31][CH2:32][CH2:33][N:35]3[CH2:40][CH2:39][CH:38]([CH2:41][OH:42])[CH2:37][CH2:36]3)=[C:25]([O:28][CH3:29])[CH:26]=2)[N:21]=[CH:20][N:19]=1. (4) Given the reactants [Cl:1][C:2]1[CH:3]=[C:4]([NH:9][C:10]([C:12]2[CH:13]3[O:28][CH:16]([C:17]=2[C:18]2[CH:23]=[CH:22][CH:21]=[C:20]([C:24]([F:27])([F:26])[F:25])[N:19]=2)[CH2:15][CH2:14]3)=[O:11])[CH:5]=[CH:6][C:7]=1[Cl:8], predict the reaction product. The product is: [Cl:1][C:2]1[CH:3]=[C:4]([NH:9][C:10]([C@@H:12]2[C@H:17]([C:18]3[CH:23]=[CH:22][CH:21]=[C:20]([C:24]([F:25])([F:26])[F:27])[N:19]=3)[C@H:16]3[O:28][C@@H:13]2[CH2:14][CH2:15]3)=[O:11])[CH:5]=[CH:6][C:7]=1[Cl:8]. (5) The product is: [CH:12]1([CH2:11][C@H:2]([OH:1])[C:3]([N:5]2[CH2:6][CH2:7][O:8][CH2:9][CH2:10]2)=[O:4])[CH2:17][CH2:16][CH2:15][CH2:14][CH2:13]1. Given the reactants [OH:1][C@@H:2]([CH2:11][C:12]1[CH:17]=[CH:16][CH:15]=[CH:14][CH:13]=1)[C:3]([N:5]1[CH2:10][CH2:9][O:8][CH2:7][CH2:6]1)=[O:4].[OH-].[Li+], predict the reaction product.